This data is from Catalyst prediction with 721,799 reactions and 888 catalyst types from USPTO. The task is: Predict which catalyst facilitates the given reaction. (1) Reactant: [NH2:1][C:2]1[C:7]([NH2:8])=[C:6]([C:9]2[CH:14]=[CH:13][C:12]([CH2:15][NH:16][C:17](=[O:23])[O:18][C:19]([CH3:22])([CH3:21])[CH3:20])=[C:11]([F:24])[CH:10]=2)[CH:5]=[CH:4][N:3]=1.[N:25]1([CH2:31][C:32]2[CH:33]=[CH:34][C:35]([CH:38]=O)=[N:36][CH:37]=2)[CH2:30][CH2:29][O:28][CH2:27][CH2:26]1. Product: [F:24][C:11]1[CH:10]=[C:9]([C:6]2[CH:5]=[CH:4][N:3]=[C:2]3[N:1]=[C:38]([C:35]4[CH:34]=[CH:33][C:32]([CH2:31][N:25]5[CH2:30][CH2:29][O:28][CH2:27][CH2:26]5)=[CH:37][N:36]=4)[NH:8][C:7]=23)[CH:14]=[CH:13][C:12]=1[CH2:15][NH:16][C:17](=[O:23])[O:18][C:19]([CH3:20])([CH3:21])[CH3:22]. The catalyst class is: 9. (2) Reactant: [C:1]([C:3]1[CH:11]=[CH:10][C:6]([C:7]([OH:9])=[O:8])=[CH:5][N:4]=1)#[N:2].O.[CH3:13]O. Product: [CH3:13][O:8][C:7](=[O:9])[C:6]1[CH:10]=[CH:11][C:3]([C:1]#[N:2])=[N:4][CH:5]=1. The catalyst class is: 112. (3) Product: [CH3:1][O:2][C:3]1[CH:4]=[C:5]2[C:10](=[CH:11][C:12]=1[O:13][CH3:14])[N:9]=[CH:8][CH:7]=[C:6]2[O:15][C:16]1[C:22]([CH3:23])=[CH:21][C:19]([NH:20][C:29](=[O:35])[O:28][CH2:26][CH2:53][CH2:52][CH2:51][CH2:50][CH2:49][CH2:48][CH2:47][CH2:46][CH2:45][CH2:44][CH2:43][CH2:42][CH2:41][CH2:40][CH2:39][CH2:38][CH3:37])=[C:18]([CH3:24])[CH:17]=1. Reactant: [CH3:1][O:2][C:3]1[CH:4]=[C:5]2[C:10](=[CH:11][C:12]=1[O:13][CH3:14])[N:9]=[CH:8][CH:7]=[C:6]2[O:15][C:16]1[C:22]([CH3:23])=[CH:21][C:19]([NH2:20])=[C:18]([CH3:24])[CH:17]=1.Cl[C:26](Cl)([O:28][C:29](=[O:35])OC(Cl)(Cl)Cl)Cl.[CH2:37](O)[CH2:38][CH2:39][CH2:40][CH2:41][CH2:42][CH2:43][CH2:44][CH2:45][CH2:46][CH2:47][CH2:48][CH2:49][CH2:50][CH2:51][CH2:52][CH2:53]C.C(=O)(O)[O-].[Na+]. The catalyst class is: 208. (4) Reactant: C(O[C:6]([NH:8][C@H:9]([CH:13]1[CH2:21][C:20]2[C:15](=[CH:16][CH:17]=[CH:18][CH:19]=2)[CH2:14]1)[C:10]([OH:12])=O)=[O:7])(C)(C)C.CN1CCOCC1.C(OC(Cl)=O)(C)C.[F:36][C:37]1[CH:42]=[C:41]([F:43])[CH:40]=[CH:39][C:38]=1[CH:44]([NH:50][C@H:51](C(O)=O)[CH2:52][CH:53]([CH3:55])[CH3:54])[C:45]([N:47]([CH3:49])[CH3:48])=[O:46]. Product: [F:36][C:37]1[CH:42]=[C:41]([F:43])[CH:40]=[CH:39][C:38]=1[C@@H:44]([N:50]1[C@H:51]([CH2:52][CH:53]([CH3:55])[CH3:54])[C:6](=[O:7])[NH:8][C@H:9]([CH:13]2[CH2:14][C:15]3[C:20](=[CH:19][CH:18]=[CH:17][CH:16]=3)[CH2:21]2)[C:10]1=[O:12])[C:45]([N:47]([CH3:48])[CH3:49])=[O:46]. The catalyst class is: 207. (5) Reactant: CN(C)C=O.[Cl:6][CH:7](Cl)[CH3:8].C(Cl)(=O)C(Cl)=O.[N:16]1[C:21]2[CH:22]=[CH:23][S:24]C=2C(=O)[NH:18][CH:17]=1. Product: [Cl:6][C:7]1[C:8]2[S:24][CH:23]=[CH:22][C:21]=2[N:16]=[CH:17][N:18]=1. The catalyst class is: 6. (6) Reactant: [CH:1]1([NH:5][C:6]([C@@H:8]2[CH2:12][CH2:11][CH2:10][N:9]2[C:13](=[O:30])[CH2:14][O:15][C:16]2[C:25]3[C:20](=[CH:21][C:22]([CH3:26])=[CH:23][CH:24]=3)[N:19]=[C:18]([C:27](O)=[O:28])[CH:17]=2)=[O:7])[CH2:4][CH2:3][CH2:2]1.C1C=CC2N(O)N=NC=2C=1.CCN(C(C)C)C(C)C.Cl.[CH2:51]([O:55][C:56]([N:58]1[CH2:63][CH2:62][N:61]([C:64](=[O:88])[C@@H:65]([NH2:87])[CH2:66][CH2:67][CH2:68][O:69][Si:70]([C:83]([CH3:86])([CH3:85])[CH3:84])([C:77]2[CH:82]=[CH:81][CH:80]=[CH:79][CH:78]=2)[C:71]2[CH:76]=[CH:75][CH:74]=[CH:73][CH:72]=2)[CH2:60][CH2:59]1)=[O:57])[CH2:52][CH2:53][CH3:54]. Product: [CH2:51]([O:55][C:56]([N:58]1[CH2:59][CH2:60][N:61]([C:64](=[O:88])[C@@H:65]([NH:87][C:27]([C:18]2[CH:17]=[C:16]([O:15][CH2:14][C:13]([N:9]3[CH2:10][CH2:11][CH2:12][C@H:8]3[C:6](=[O:7])[NH:5][CH:1]3[CH2:4][CH2:3][CH2:2]3)=[O:30])[C:25]3[C:20](=[CH:21][C:22]([CH3:26])=[CH:23][CH:24]=3)[N:19]=2)=[O:28])[CH2:66][CH2:67][CH2:68][O:69][Si:70]([C:83]([CH3:86])([CH3:85])[CH3:84])([C:77]2[CH:82]=[CH:81][CH:80]=[CH:79][CH:78]=2)[C:71]2[CH:76]=[CH:75][CH:74]=[CH:73][CH:72]=2)[CH2:62][CH2:63]1)=[O:57])[CH2:52][CH2:53][CH3:54]. The catalyst class is: 607. (7) Reactant: [C:1]([O:5][C:6]([N:8]([CH3:43])[C:9]1[S:21][C:20]2[CH2:19][C@@H:18]3[C@H:13]([CH2:14][C@@H:15]([C:23]([N:25]([CH2:38][CH2:39][CH3:40])[C:26](=[O:37])OC4C=CC([N+]([O-])=O)=CC=4)=[O:24])[CH2:16][N:17]3[CH3:22])[CH2:12][C:11]=2[C:10]=1[C:41]#[N:42])=[O:7])([CH3:4])([CH3:3])[CH3:2].[NH2:44][CH2:45][CH2:46][CH2:47][N:48]([CH3:50])[CH3:49]. Product: [C:41]([C:10]1[C:11]2[CH2:12][C@@H:13]3[C@@H:18]([CH2:19][C:20]=2[S:21][C:9]=1[N:8]([CH3:43])[C:6](=[O:7])[O:5][C:1]([CH3:2])([CH3:3])[CH3:4])[N:17]([CH3:22])[CH2:16][C@H:15]([C:23]([N:25]([C:26](=[O:37])[NH:44][CH2:45][CH2:46][CH2:47][N:48]([CH3:50])[CH3:49])[CH2:38][CH2:39][CH3:40])=[O:24])[CH2:14]3)#[N:42]. The catalyst class is: 7. (8) Reactant: [CH2:1]([N:11]1[CH2:16][CH2:15][CH2:14][CH2:13][CH2:12]1)[CH2:2][CH2:3][CH2:4][CH2:5][CH2:6][CH2:7][CH2:8][CH2:9][CH3:10].[Br:17][CH2:18][CH2:19][CH2:20][Cl:21]. Product: [Br-:17].[Cl:21][CH2:20][CH2:19][CH2:18][N+:11]1([CH2:1][CH2:2][CH2:3][CH2:4][CH2:5][CH2:6][CH2:7][CH2:8][CH2:9][CH3:10])[CH2:12][CH2:13][CH2:14][CH2:15][CH2:16]1. The catalyst class is: 5. (9) Reactant: [C:1]([O-:5])([CH3:4])([CH3:3])[CH3:2].[NH2:6][C:7]1[CH:8]=[CH:9][C:10]([O:22][CH3:23])=[C:11]([N:13]2[CH2:18][CH2:17][N:16]([C:19]([OH:21])=[O:20])[CH2:15][CH2:14]2)[CH:12]=1.[Cl:24][C:25]1[CH:26]=[C:27]([N:32]=[C:33]=[O:34])[CH:28]=[CH:29][C:30]=1[CH3:31]. Product: [C:1]([O-:5])([CH3:4])([CH3:3])[CH3:2].[Cl:24][C:25]1[CH:26]=[C:27]([CH:28]=[CH:29][C:30]=1[CH3:31])[NH:32][C:33]([NH:6][C:7]1[CH:8]=[CH:9][C:10]([O:22][CH3:23])=[C:11]([N:13]2[CH2:18][CH2:17][N:16]([C:19]([OH:21])=[O:20])[CH2:15][CH2:14]2)[CH:12]=1)=[O:34]. The catalyst class is: 11.